This data is from Forward reaction prediction with 1.9M reactions from USPTO patents (1976-2016). The task is: Predict the product of the given reaction. (1) Given the reactants [Br:1][C:2]1[C:7]([CH3:8])=[CH:6][C:5]([NH2:9])=[CH:4][C:3]=1[CH3:10].C([N:19]=[C:20]=[S:21])(=O)C1C=CC=CC=1.[OH-].[Na+], predict the reaction product. The product is: [Br:1][C:2]1[C:7]([CH3:8])=[CH:6][C:5]([NH:9][C:20]([NH2:19])=[S:21])=[CH:4][C:3]=1[CH3:10]. (2) The product is: [O:19]1[CH2:20][CH2:21][CH:17]([C:14]2[O:15][C:16]3[C:8]([OH:7])=[CH:9][CH:10]=[CH:11][C:12]=3[CH:13]=2)[CH2:18]1. Given the reactants [H-].[Na+].C(S)C.C[O:7][C:8]1[C:16]2[O:15][C:14]([CH:17]3[CH2:21][CH2:20][O:19][CH2:18]3)=[CH:13][C:12]=2[CH:11]=[CH:10][CH:9]=1, predict the reaction product. (3) Given the reactants [O:1]=[C:2]1[C:6]2([CH2:11][CH2:10][NH:9][CH2:8][CH2:7]2)[N:5]([C:12]2[CH:17]=[CH:16][CH:15]=[CH:14][CH:13]=2)[CH2:4][N:3]1[C:18]1[CH:30]=[CH:29][C:21]([C:22]([O:24][C:25]([CH3:28])([CH3:27])[CH3:26])=[O:23])=[CH:20][CH:19]=1.I[CH2:32][CH2:33][CH2:34][C:35]([C:37]1[CH:42]=[CH:41][CH:40]=[CH:39][CH:38]=1)=[O:36].C(=O)([O-])[O-].[K+].[K+], predict the reaction product. The product is: [O:1]=[C:2]1[C:6]2([CH2:11][CH2:10][N:9]([CH2:32][CH2:33][CH2:34][C:35](=[O:36])[C:37]3[CH:42]=[CH:41][CH:40]=[CH:39][CH:38]=3)[CH2:8][CH2:7]2)[N:5]([C:12]2[CH:13]=[CH:14][CH:15]=[CH:16][CH:17]=2)[CH2:4][N:3]1[C:18]1[CH:19]=[CH:20][C:21]([C:22]([O:24][C:25]([CH3:27])([CH3:26])[CH3:28])=[O:23])=[CH:29][CH:30]=1. (4) The product is: [NH2:12][C:13]1[C:14]2[CH:32]=[C:31]([C:33]([C:35]3[CH:40]=[CH:39][CH:38]=[CH:37][C:36]=3[O:41][CH3:42])=[O:34])[S:30][C:15]=2[N:16]=[C:17]([C:19]2[CH:24]=[CH:23][CH:22]=[C:21]([O:25][C:26]([F:28])([F:27])[F:29])[CH:20]=2)[N:18]=1. Given the reactants CC1(C)N([O])C(C)(C)CCC1.[NH2:12][C:13]1[C:14]2[CH:32]=[C:31]([CH:33]([C:35]3[CH:40]=[CH:39][CH:38]=[CH:37][C:36]=3[O:41][CH3:42])[OH:34])[S:30][C:15]=2[N:16]=[C:17]([C:19]2[CH:24]=[CH:23][CH:22]=[C:21]([O:25][C:26]([F:29])([F:28])[F:27])[CH:20]=2)[N:18]=1.[K+].[Br-].[O-]Cl.[Na+], predict the reaction product. (5) Given the reactants [CH3:1][O:2][C:3](=[O:21])[C:4]1[CH:9]=[C:8]([NH:10][C:11](=O)[C:12]2[CH:17]=[CH:16][CH:15]=[CH:14][CH:13]=2)[CH:7]=[CH:6][C:5]=1[O:19][CH3:20].COC1C=CC(P2(SP(C3C=CC(OC)=CC=3)(=S)S2)=[S:31])=CC=1.C1(C)C=CC=CC=1, predict the reaction product. The product is: [CH3:1][O:2][C:3](=[O:21])[C:4]1[CH:9]=[C:8]([NH:10][C:11](=[S:31])[C:12]2[CH:17]=[CH:16][CH:15]=[CH:14][CH:13]=2)[CH:7]=[CH:6][C:5]=1[O:19][CH3:20]. (6) Given the reactants [Br:1][C:2]1[CH:10]=[CH:9][C:8]([Cl:11])=[CH:7][C:3]=1[C:4](O)=[O:5].CO.[OH-].[Na+], predict the reaction product. The product is: [Br:1][C:2]1[CH:10]=[CH:9][C:8]([Cl:11])=[CH:7][C:3]=1[CH2:4][OH:5]. (7) Given the reactants [CH3:1][O:2][C:3]1[CH:11]=[C:10]([CH3:12])[CH:9]=[CH:8][C:4]=1[C:5]([NH2:7])=O.B.C1COCC1.Cl, predict the reaction product. The product is: [CH3:1][O:2][C:3]1[CH:11]=[C:10]([CH3:12])[CH:9]=[CH:8][C:4]=1[CH2:5][NH2:7]. (8) Given the reactants C([O:5][C:6](=[O:53])[CH2:7][O:8][C:9]1[CH:14]=[C:13]([CH2:15][NH:16][C:17]([C:19]2[C:20](=[O:34])[N:21]([CH2:25][C:26]3[CH:31]=[CH:30][C:29]([F:32])=[C:28]([F:33])[CH:27]=3)[CH:22]=[CH:23][CH:24]=2)=[O:18])[CH:12]=[C:11]([C:35]2[C:43]3[C:38](=[N:39][CH:40]=[CH:41][CH:42]=3)[N:37](S(C3C=CC=CC=3)(=O)=O)[CH:36]=2)[CH:10]=1)(C)(C)C.FC(F)(F)C(O)=O.C(Cl)Cl, predict the reaction product. The product is: [F:33][C:28]1[CH:27]=[C:26]([CH:31]=[CH:30][C:29]=1[F:32])[CH2:25][N:21]1[CH:22]=[CH:23][CH:24]=[C:19]([C:17]([NH:16][CH2:15][C:13]2[CH:14]=[C:9]([CH:10]=[C:11]([C:35]3[C:43]4[C:38](=[N:39][CH:40]=[CH:41][CH:42]=4)[NH:37][CH:36]=3)[CH:12]=2)[O:8][CH2:7][C:6]([OH:53])=[O:5])=[O:18])[C:20]1=[O:34].